Dataset: Cav3 T-type calcium channel HTS with 100,875 compounds. Task: Binary Classification. Given a drug SMILES string, predict its activity (active/inactive) in a high-throughput screening assay against a specified biological target. (1) The drug is s1c2c(nc1C)cc(NC(=O)CSc1nc3c(cc(cc3)C)cc1C#N)cc2. The result is 0 (inactive). (2) The drug is S=c1n(c(=O)c2c([nH]1)cc(C(=O)N1CCN(CC1)CC)cc2)Cc1c(OC)cccc1. The result is 0 (inactive). (3) The compound is Brc1cc2c([nH]c(cc2=O)C)cc1. The result is 0 (inactive). (4) The compound is O1CCN(CC1)Cc1ccc(Nc2ncnc3c2oc2c3cccc2)cc1. The result is 0 (inactive). (5) The molecule is O=C1c2c(nn(c2c2ccncc2)c2ccccc2)CCC1. The result is 0 (inactive). (6) The drug is O=C1N(C(=O)NC21CCc1c(C2)cccc1)Cc1c(onc1C)C. The result is 0 (inactive). (7) The result is 0 (inactive). The molecule is OC12NC(=C(C1(O)C(=O)c1c2cccc1)C(OCCCC)=O)C. (8) The drug is OC(=O)C(NC(=O)COc1ccccc1)Cc1c2c([nH]c1)cccc2. The result is 0 (inactive). (9) The drug is FC(F)(F)C(Oc1c2CCCNc2c(cc1)C)=O. The result is 0 (inactive).